From a dataset of Forward reaction prediction with 1.9M reactions from USPTO patents (1976-2016). Predict the product of the given reaction. (1) Given the reactants CN(C1CCCCC1)[CH:3]1CCCC[CH2:4]1.Br[C:16]1[C:25]2[C:20](=[CH:21][CH:22]=[CH:23][CH:24]=2)[C:19]([C:26]([CH2:28][C:29]([C:31]([F:34])([F:33])[F:32])=[O:30])=[O:27])=[CH:18][CH:17]=1.C=C.Cl, predict the reaction product. The product is: [CH:3]([C:19]1([C:26]([CH2:28][C:29]([C:31]([F:34])([F:33])[F:32])=[O:30])=[O:27])[C:20]2[C:25](=[CH:24][CH:23]=[CH:22][CH:21]=2)[CH:16]=[CH:17][CH2:18]1)=[CH2:4]. (2) Given the reactants [CH3:1][NH:2][C:3]1[CH:8]=[CH:7][N:6]=[CH:5][CH:4]=1.C([Li])CCC.[C:14](=[S:16])=[S:15].Br[CH2:18][C:19]#[N:20], predict the reaction product. The product is: [CH3:1][N:2]([C:3]1[CH:8]=[CH:7][N:6]=[CH:5][CH:4]=1)[C:14]([S:16][CH2:18][C:19]#[N:20])=[S:15]. (3) Given the reactants O.O.Cl[Sn]Cl.[CH3:6][O:7][C:8]1[CH:13]=[CH:12][C:11]([N+:14]([O-])=O)=[CH:10][C:9]=1[C:17]1[N:21]([CH3:22])[N:20]=[C:19]([C:23]([F:26])([F:25])[F:24])[CH:18]=1, predict the reaction product. The product is: [CH3:6][O:7][C:8]1[CH:13]=[CH:12][C:11]([NH2:14])=[CH:10][C:9]=1[C:17]1[N:21]([CH3:22])[N:20]=[C:19]([C:23]([F:26])([F:24])[F:25])[CH:18]=1.